This data is from Forward reaction prediction with 1.9M reactions from USPTO patents (1976-2016). The task is: Predict the product of the given reaction. (1) Given the reactants [F:1][C:2]1[CH:7]=[CH:6][C:5]([F:8])=[CH:4][C:3]=1[C@H:9]1[CH2:13][CH2:12][CH2:11][N:10]1[C:14]1[CH:15]=[CH:16][C:17]2[N:18]([C:20]([NH:23][C:24]([N:26]3[CH2:29][CH:28]([NH:30]C(=O)OC(C)(C)C)[CH2:27]3)=[O:25])=[CH:21][N:22]=2)[N:19]=1.[C:38]([OH:44])([C:40]([F:43])([F:42])[F:41])=[O:39], predict the reaction product. The product is: [F:41][C:40]([F:43])([F:42])[C:38]([OH:44])=[O:39].[NH2:30][CH:28]1[CH2:29][N:26]([C:24]([NH:23][C:20]2[N:18]3[N:19]=[C:14]([N:10]4[CH2:11][CH2:12][CH2:13][C@@H:9]4[C:3]4[CH:4]=[C:5]([F:8])[CH:6]=[CH:7][C:2]=4[F:1])[CH:15]=[CH:16][C:17]3=[N:22][CH:21]=2)=[O:25])[CH2:27]1. (2) The product is: [Cl:18][C:19]1[CH:26]=[CH:25][C:22]([CH2:23][NH:24][C:12](=[O:14])[C:11](=[N:10][NH:9][C:6]2[CH:5]=[CH:4][C:3]([C:2]([F:1])([F:17])[F:16])=[CH:8][CH:7]=2)[CH3:15])=[CH:21][CH:20]=1. Given the reactants [F:1][C:2]([F:17])([F:16])[C:3]1[CH:8]=[CH:7][C:6]([NH:9][N:10]=[C:11]([CH3:15])[C:12]([OH:14])=O)=[CH:5][CH:4]=1.[Cl:18][C:19]1[CH:26]=[CH:25][C:22]([CH2:23][NH2:24])=[CH:21][CH:20]=1.Cl.CN(C)CCCN=C=NCC, predict the reaction product. (3) Given the reactants [CH2:1]([N:8]1[CH2:13][CH2:12][CH:11]([CH:14]([CH2:20][CH2:21]Br)[C:15]([O:17][CH2:18][CH3:19])=[O:16])[CH2:10][CH2:9]1)[C:2]1[CH:7]=[CH:6][CH:5]=[CH:4][CH:3]=1.C(O[K])(C)(C)C.O.C(OCC)(=O)C, predict the reaction product. The product is: [CH2:1]([N:8]1[CH2:13][CH2:12][CH:11]([C:14]2([C:15]([O:17][CH2:18][CH3:19])=[O:16])[CH2:21][CH2:20]2)[CH2:10][CH2:9]1)[C:2]1[CH:7]=[CH:6][CH:5]=[CH:4][CH:3]=1. (4) Given the reactants [C:1]([O:5][C:6]([N:8]1[CH2:13][CH2:12][NH:11][CH2:10][CH2:9]1)=[O:7])([CH3:4])([CH3:3])[CH3:2].[N:14]1([C:19](N2C=CN=C2)=[O:20])[CH:18]=[CH:17][N:16]=[CH:15]1, predict the reaction product. The product is: [C:1]([O:5][C:6]([N:8]1[CH2:13][CH2:12][N:11]([C:19]([N:14]2[CH:18]=[CH:17][N:16]=[CH:15]2)=[O:20])[CH2:10][CH2:9]1)=[O:7])([CH3:4])([CH3:2])[CH3:3]. (5) The product is: [CH2:10]([O:9][C:4]1[CH:5]=[CH:6][CH:7]=[CH:8][C:3]=1[C:18]1([OH:25])[C:17]2[C:21](=[CH:22][CH:23]=[C:15]([I:14])[CH:16]=2)[NH:20][C:19]1=[O:24])[CH3:11]. Given the reactants [Mg].Br[C:3]1[CH:8]=[CH:7][CH:6]=[CH:5][C:4]=1[O:9][CH2:10][CH3:11].II.[I:14][C:15]1[CH:16]=[C:17]2[C:21](=[CH:22][CH:23]=1)[NH:20][C:19](=[O:24])[C:18]2=[O:25].[NH4+].[Cl-], predict the reaction product. (6) Given the reactants [CH2:1]([O:8][CH2:9][CH2:10][C@H:11]([OH:14])[CH2:12][OH:13])[C:2]1[CH:7]=[CH:6][CH:5]=[CH:4][CH:3]=1.C(N(CC)CC)C.[C:22](Cl)([C:35]1[CH:40]=[CH:39][CH:38]=[CH:37][CH:36]=1)([C:29]1[CH:34]=[CH:33][CH:32]=[CH:31][CH:30]=1)[C:23]1[CH:28]=[CH:27][CH:26]=[CH:25][CH:24]=1, predict the reaction product. The product is: [CH2:1]([O:8][CH2:9][CH2:10][C@H:11]([OH:14])[CH2:12][O:13][C:22]([C:23]1[CH:28]=[CH:27][CH:26]=[CH:25][CH:24]=1)([C:35]1[CH:36]=[CH:37][CH:38]=[CH:39][CH:40]=1)[C:29]1[CH:30]=[CH:31][CH:32]=[CH:33][CH:34]=1)[C:2]1[CH:7]=[CH:6][CH:5]=[CH:4][CH:3]=1. (7) The product is: [F:26][C:27]1[CH:32]=[CH:31][C:30]([C:2]2[CH:7]=[CH:6][C:5]([C@@H:8]([N:10]3[CH2:15][CH2:14][C@:13]([CH2:22][CH2:23][OH:24])([C:16]4[CH:17]=[CH:18][CH:19]=[CH:20][CH:21]=4)[CH2:12][C:11]3=[O:25])[CH3:9])=[CH:4][CH:3]=2)=[CH:29][CH:28]=1. Given the reactants Br[C:2]1[CH:7]=[CH:6][C:5]([C@@H:8]([N:10]2[CH2:15][CH2:14][C@:13]([CH2:22][CH2:23][OH:24])([C:16]3[CH:21]=[CH:20][CH:19]=[CH:18][CH:17]=3)[CH2:12][C:11]2=[O:25])[CH3:9])=[CH:4][CH:3]=1.[F:26][C:27]1[CH:32]=[CH:31][C:30](B(O)O)=[CH:29][CH:28]=1.C([O-])([O-])=O.[Cs+].[Cs+], predict the reaction product.